Dataset: Peptide-MHC class II binding affinity with 134,281 pairs from IEDB. Task: Regression. Given a peptide amino acid sequence and an MHC pseudo amino acid sequence, predict their binding affinity value. This is MHC class II binding data. (1) The MHC is DRB5_0101 with pseudo-sequence DRB5_0101. The peptide sequence is KNTIVIPKGDFLTGP. The binding affinity (normalized) is 0.120. (2) The peptide sequence is SGKAFGAMAKKGQED. The MHC is HLA-DPA10201-DPB11401 with pseudo-sequence HLA-DPA10201-DPB11401. The binding affinity (normalized) is 0.0553.